Dataset: Forward reaction prediction with 1.9M reactions from USPTO patents (1976-2016). Task: Predict the product of the given reaction. (1) The product is: [CH:1]1([N:6]2[CH2:7][CH2:8][N:9]([C:12]([C:14]3[CH:15]=[C:16]4[C:20](=[CH:21][CH:22]=3)[N:19]([CH2:36][C:37]#[N:38])[C:18]([C:23]([N:25]3[CH2:26][CH2:27][C:28]([F:31])([F:32])[CH2:29][CH2:30]3)=[O:24])=[CH:17]4)=[O:13])[CH2:10][CH2:11]2)[CH2:5][CH2:4][CH2:3][CH2:2]1. Given the reactants [CH:1]1([N:6]2[CH2:11][CH2:10][N:9]([C:12]([C:14]3[CH:15]=[C:16]4[C:20](=[CH:21][CH:22]=3)[NH:19][C:18]([C:23]([N:25]3[CH2:30][CH2:29][C:28]([F:32])([F:31])[CH2:27][CH2:26]3)=[O:24])=[CH:17]4)=[O:13])[CH2:8][CH2:7]2)[CH2:5][CH2:4][CH2:3][CH2:2]1.[H-].[Na+].Br[CH2:36][C:37]#[N:38], predict the reaction product. (2) Given the reactants I[C:2]1[CH:7]=[CH:6][C:5]([O:8][CH:9]2[CH2:14][CH2:13][N:12]([CH:15]([CH3:17])[CH3:16])[CH2:11][CH2:10]2)=[CH:4][CH:3]=1.C([Li])CCC.[O:23]=[C:24]1[CH2:29][CH2:28][N:27]([C:30]([O:32][C:33]([CH3:36])([CH3:35])[CH3:34])=[O:31])[CH2:26][CH2:25]1.[Cl-].[NH4+], predict the reaction product. The product is: [OH:23][C:24]1([C:2]2[CH:7]=[CH:6][C:5]([O:8][CH:9]3[CH2:14][CH2:13][N:12]([CH:15]([CH3:17])[CH3:16])[CH2:11][CH2:10]3)=[CH:4][CH:3]=2)[CH2:25][CH2:26][N:27]([C:30]([O:32][C:33]([CH3:36])([CH3:35])[CH3:34])=[O:31])[CH2:28][CH2:29]1.